This data is from Full USPTO retrosynthesis dataset with 1.9M reactions from patents (1976-2016). The task is: Predict the reactants needed to synthesize the given product. (1) Given the product [N:1]1[CH:6]=[CH:5][C:4]([CH2:7][NH:8][C:9](=[O:10])[CH3:15])=[CH:3][CH:2]=1, predict the reactants needed to synthesize it. The reactants are: [N:1]1[CH:6]=[CH:5][C:4]([CH2:7][NH2:8])=[CH:3][CH:2]=1.[CH3:9][OH:10].C(Cl)(Cl)Cl.[CH3:15]O.N. (2) Given the product [IH:9].[CH3:10][S:7][C:2]1[NH:1][CH2:6][CH2:5][CH2:4][N:3]=1, predict the reactants needed to synthesize it. The reactants are: [N:1]1[CH2:6][CH2:5][CH2:4][NH:3][C:2]=1[SH:7].C[I:9].[CH2:10](O)C.CCCCCC. (3) Given the product [Cl:8][C:6]1[N:5]=[C:4]([N:9]2[CH2:14][CH2:13][O:12][CH2:11][CH2:10]2)[N:3]=[C:2]([O:15][CH:16]2[CH2:17][CH2:18][N:19]([C:22]([O:24][C:25]([CH3:28])([CH3:27])[CH3:26])=[O:23])[CH2:20][CH2:21]2)[N:7]=1, predict the reactants needed to synthesize it. The reactants are: Cl[C:2]1[N:7]=[C:6]([Cl:8])[N:5]=[C:4]([N:9]2[CH2:14][CH2:13][O:12][CH2:11][CH2:10]2)[N:3]=1.[OH:15][CH:16]1[CH2:21][CH2:20][N:19]([C:22]([O:24][C:25]([CH3:28])([CH3:27])[CH3:26])=[O:23])[CH2:18][CH2:17]1.[H-].[Na+]. (4) Given the product [CH:61]([C:64]1[CH:69]=[CH:68][C:67]([CH3:70])=[CH:66][C:65]=1[N:71]1[C:4](=[O:3])[CH2:5][S:73]/[C:72]/1=[N:74]\[C:33]([NH:32][CH2:35][CH:36]([C:39]1[CH:40]=[CH:41][C:42]([C:45]2[N:49]=[CH:48][N:47]([C:50]3[CH:51]=[CH:52][C:53]([O:56][C:57]([F:59])([F:58])[F:60])=[CH:54][CH:55]=3)[N:46]=2)=[CH:43][CH:44]=1)[CH2:37][CH3:38])=[O:34])([CH3:63])[CH3:62], predict the reactants needed to synthesize it. The reactants are: FC(F)(F)[O:3][C:4]1C=CC(N2C=NC(C3C=CC(C(CC)CC(N=[N+]=[N-])=O)=CC=3)=N2)=C[CH:5]=1.[N:32]([CH2:35][CH:36]([C:39]1[CH:44]=[CH:43][C:42]([C:45]2[N:49]=[CH:48][N:47]([C:50]3[CH:55]=[CH:54][C:53]([O:56][C:57]([F:60])([F:59])[F:58])=[CH:52][CH:51]=3)[N:46]=2)=[CH:41][CH:40]=1)[CH2:37][CH3:38])=[C:33]=[O:34].[CH:61]([C:64]1[CH:69]=[CH:68][C:67]([CH3:70])=[CH:66][C:65]=1[NH:71][C:72]([NH2:74])=[S:73])([CH3:63])[CH3:62]. (5) Given the product [F:4][C:5]([F:26])([F:25])[CH2:6][N:7]1[C:12](=[O:13])[C:11]([C:17]2[CH:18]=[CH:19][C:20]([F:27])=[C:15]([CH3:10])[CH:16]=2)=[C:10]([C:15]2[CH:20]=[CH:19][C:18]([S:21]([CH3:24])(=[O:23])=[O:22])=[CH:17][CH:16]=2)[CH:9]=[N:8]1, predict the reactants needed to synthesize it. The reactants are: B(O)O.[F:4][C:5]([F:26])([F:25])[CH2:6][N:7]1[C:12](=[O:13])[C:11](Cl)=[C:10]([C:15]2[CH:20]=[CH:19][C:18]([S:21]([CH3:24])(=[O:23])=[O:22])=[CH:17][CH:16]=2)[CH:9]=[N:8]1.[F-:27].[Cs+].N. (6) Given the product [F:1][C:2]([F:18])([F:19])[C:3]1[CH:4]=[C:5]([C:13]2([C:14]([O:16][CH3:17])=[O:15])[CH2:22][CH2:21]2)[CH:6]=[C:7]([C:9]([F:11])([F:12])[F:10])[CH:8]=1, predict the reactants needed to synthesize it. The reactants are: [F:1][C:2]([F:19])([F:18])[C:3]1[CH:4]=[C:5]([CH2:13][C:14]([O:16][CH3:17])=[O:15])[CH:6]=[C:7]([C:9]([F:12])([F:11])[F:10])[CH:8]=1.Br[CH2:21][CH2:22]Br. (7) Given the product [NH2:98][CH2:97][C:93]1[CH:92]=[C:91]([NH:90][C:89]([O:88][CH2:87][CH2:86][C:83]2[CH:84]=[CH:85][C:80]([CH:76]([NH:75][C:71]3[CH:70]=[C:69]4[C:74](=[CH:73][CH:72]=3)[C:65]([N:64]([C:62]([O:61][C:57]([CH3:60])([CH3:59])[CH3:58])=[O:63])[C:101]([O:103][C:104]([CH3:107])([CH3:106])[CH3:105])=[O:102])=[N:66][CH:67]=[CH:68]4)[C:77]([OH:79])=[O:78])=[CH:81][C:82]=2[CH3:100])=[O:99])[CH:96]=[CH:95][CH:94]=1, predict the reactants needed to synthesize it. The reactants are: NCC1C=C(NC(=O)N(CCC2C=CC(C(NC3C=C4C(=CC=3)C(N(C(OC(C)(C)C)=O)C(OC(C)(C)C)=O)=NC=C4)C(O)=O)=CC=2)C)C=CC=1S(CC)(=O)=O.[C:57]([O:61][C:62]([N:64]([C:101]([O:103][C:104]([CH3:107])([CH3:106])[CH3:105])=[O:102])[C:65]1[C:74]2[C:69](=[CH:70][C:71]([NH:75][CH:76]([C:80]3[CH:85]=[CH:84][C:83]([CH2:86][CH2:87][O:88][C:89](=[O:99])[NH:90][C:91]4[CH:96]=[CH:95][CH:94]=[C:93]([C:97]#[N:98])[CH:92]=4)=[C:82]([CH3:100])[CH:81]=3)[C:77]([OH:79])=[O:78])=[CH:72][CH:73]=2)[CH:68]=[CH:67][N:66]=1)=[O:63])([CH3:60])([CH3:59])[CH3:58].